From a dataset of Full USPTO retrosynthesis dataset with 1.9M reactions from patents (1976-2016). Predict the reactants needed to synthesize the given product. The reactants are: [F:1][C:2]1[CH:3]=[CH:4][C:5]([O:32][CH3:33])=[C:6]([C:8]2[CH:13]=[CH:12][N:11]=[C:10]3[N:14]([S:23]([C:26]4[CH:31]=[CH:30][CH:29]=[CH:28][CH:27]=4)(=[O:25])=[O:24])[C:15]([C:17]4[CH2:18][CH2:19][NH:20][CH2:21][CH:22]=4)=[CH:16][C:9]=23)[CH:7]=1.C(N(C(C)C)C(C)C)C.[CH3:43][S:44](Cl)(=[O:46])=[O:45]. Given the product [F:1][C:2]1[CH:3]=[CH:4][C:5]([O:32][CH3:33])=[C:6]([C:8]2[CH:13]=[CH:12][N:11]=[C:10]3[N:14]([S:23]([C:26]4[CH:27]=[CH:28][CH:29]=[CH:30][CH:31]=4)(=[O:25])=[O:24])[C:15]([C:17]4[CH2:18][CH2:19][N:20]([S:44]([CH3:43])(=[O:46])=[O:45])[CH2:21][CH:22]=4)=[CH:16][C:9]=23)[CH:7]=1, predict the reactants needed to synthesize it.